From a dataset of Full USPTO retrosynthesis dataset with 1.9M reactions from patents (1976-2016). Predict the reactants needed to synthesize the given product. Given the product [C:6]1([C@H:5]([N:12]2[CH2:20][CH:19]=[CH:18][CH2:17]2)[C:3]([O:2][CH3:1])=[O:4])[CH:11]=[CH:10][CH:9]=[CH:8][CH:7]=1, predict the reactants needed to synthesize it. The reactants are: [CH3:1][O:2][C:3]([C@@H:5]([NH2:12])[C:6]1[CH:11]=[CH:10][CH:9]=[CH:8][CH:7]=1)=[O:4].ClCCl.Cl[CH2:17]/[CH:18]=[CH:19]\[CH2:20]Cl.CCCCCC.